This data is from Forward reaction prediction with 1.9M reactions from USPTO patents (1976-2016). The task is: Predict the product of the given reaction. (1) Given the reactants [NH2:1][C:2]1[N:7]=[C:6]([NH2:8])[C:5]([CH:9]=O)=[C:4]([NH:11][CH3:12])[N:3]=1.F[C:14]1[CH:19]=[CH:18][CH:17]=[C:16]([F:20])[C:15]=1[C:21](=O)[CH3:22].[OH-].[K+].[CH2:26]([OH:28])[CH3:27], predict the reaction product. The product is: [F:20][C:16]1[CH:17]=[CH:18][CH:19]=[C:14]([O:28][CH2:26][CH3:27])[C:15]=1[C:21]1[CH:22]=[CH:9][C:5]2[C:4]([NH:11][CH3:12])=[N:3][C:2]([NH2:1])=[N:7][C:6]=2[N:8]=1. (2) Given the reactants [CH2:1]([O:8][C:9]1[C:10](Cl)=[N:11][C:12]([CH2:15][O:16][Si:17]([CH:24]([CH3:26])[CH3:25])([CH:21]([CH3:23])[CH3:22])[CH:18]([CH3:20])[CH3:19])=[CH:13][CH:14]=1)[C:2]1[CH:7]=[CH:6][CH:5]=[CH:4][CH:3]=1.[O-:28][CH2:29][CH3:30].[Na+].C(O)C.O, predict the reaction product. The product is: [CH2:1]([O:8][C:9]1[C:10]([O:28][CH2:29][CH3:30])=[N:11][C:12]([CH2:15][O:16][Si:17]([CH:24]([CH3:26])[CH3:25])([CH:21]([CH3:23])[CH3:22])[CH:18]([CH3:20])[CH3:19])=[CH:13][CH:14]=1)[C:2]1[CH:7]=[CH:6][CH:5]=[CH:4][CH:3]=1. (3) Given the reactants [C:1]1([C:7]#[C:8][C:9]2[S:13][C:12]([CH:14]=O)=[CH:11][CH:10]=2)[CH:6]=[CH:5][CH:4]=[CH:3][CH:2]=1.[C:16]1([C@H:22]([NH2:24])[CH3:23])[CH:21]=[CH:20][CH:19]=[CH:18][CH:17]=1, predict the reaction product. The product is: [C:16]1([C@H:22]([NH:24][CH2:14][C:12]2[S:13][C:9]([C:8]#[C:7][C:1]3[CH:6]=[CH:5][CH:4]=[CH:3][CH:2]=3)=[CH:10][CH:11]=2)[CH3:23])[CH:21]=[CH:20][CH:19]=[CH:18][CH:17]=1. (4) The product is: [CH2:1]([O:8][C:9]1[CH:26]=[CH:25][C:24]2[C@@H:23]3[C@H:14]([C@H:15]4[C@@:19]([CH2:21][CH2:22]3)([CH3:20])[C@@H:18]([OH:27])[CH2:17][CH2:16]4)[CH2:13][CH2:12][C:11]=2[CH:10]=1)[C:2]1[CH:3]=[CH:4][CH:5]=[CH:6][CH:7]=1. Given the reactants [CH2:1]([O:8][C:9]1[CH:26]=[CH:25][C:24]2[C@@H:23]3[C@H:14]([C@H:15]4[C@@:19]([CH2:21][CH2:22]3)([CH3:20])[C:18](=[O:27])[CH2:17][CH2:16]4)[CH2:13][CH2:12][C:11]=2[CH:10]=1)[C:2]1[CH:7]=[CH:6][CH:5]=[CH:4][CH:3]=1.CO.[BH4-].[Na+], predict the reaction product. (5) The product is: [C:1]([SiH2:5][O:6][C:7]([CH3:31])([CH3:32])[C:8]1[CH:13]=[CH:12][C:11]([C:14]2[CH:19]=[C:18]([O:20][CH3:21])[CH:17]=[CH:16][C:15]=2[F:22])=[C:10]([C:23]2([OH:30])[CH2:24][CH:25]=[CH:28][CH2:27]2)[CH:9]=1)([CH3:2])([CH3:3])[CH3:4]. Given the reactants [C:1]([SiH2:5][O:6][C:7]([CH3:32])([CH3:31])[C:8]1[CH:13]=[CH:12][C:11]([C:14]2[CH:19]=[C:18]([O:20][CH3:21])[CH:17]=[CH:16][C:15]=2[F:22])=[C:10]([C:23]([OH:30])([CH2:27][CH:28]=C)[CH2:24][CH:25]=C)[CH:9]=1)([CH3:4])([CH3:3])[CH3:2], predict the reaction product.